From a dataset of Catalyst prediction with 721,799 reactions and 888 catalyst types from USPTO. Predict which catalyst facilitates the given reaction. (1) Reactant: Br[C:2]1[C:12]2[O:11][CH2:10][CH2:9][N:8]([C:13]([O:15][C:16]([CH3:19])([CH3:18])[CH3:17])=[O:14])[CH2:7][C:6]=2[CH:5]=[CH:4][CH:3]=1.[CH:20]1(B(O)O)[CH2:22][CH2:21]1.C(=O)([O-])[O-].[Na+].[Na+].O. Product: [CH:20]1([C:2]2[C:12]3[O:11][CH2:10][CH2:9][N:8]([C:13]([O:15][C:16]([CH3:19])([CH3:18])[CH3:17])=[O:14])[CH2:7][C:6]=3[CH:5]=[CH:4][CH:3]=2)[CH2:22][CH2:21]1. The catalyst class is: 564. (2) Reactant: [OH:1][CH2:2][C:3]1[O:4][C:5]([N+:8]([O-:10])=[O:9])=[CH:6][CH:7]=1.[C:11](Cl)([Cl:13])=[O:12]. Product: [Cl:13][C:11]([O:1][CH2:2][C:3]1[O:4][C:5]([N+:8]([O-:10])=[O:9])=[CH:6][CH:7]=1)=[O:12]. The catalyst class is: 1. (3) Product: [C:34]([O:33][C:31]([C:30]1[CH:29]=[CH:28][C:27]([NH:26][C:24]([C:21]2[N:22]=[CH:23][C:18]([O:3][CH:4]3[CH2:5][CH2:6][N:7]([C:10]([O:12][C:13]([CH3:16])([CH3:15])[CH3:14])=[O:11])[CH2:8][CH2:9]3)=[CH:19][C:20]=2[C:40]2[CH:45]=[CH:44][CH:43]=[CH:42][CH:41]=2)=[O:25])=[CH:39][CH:38]=1)=[O:32])([CH3:37])([CH3:35])[CH3:36]. Reactant: [H-].[Na+].[OH:3][CH:4]1[CH2:9][CH2:8][N:7]([C:10]([O:12][C:13]([CH3:16])([CH3:15])[CH3:14])=[O:11])[CH2:6][CH2:5]1.F[C:18]1[CH:19]=[C:20]([C:40]2[CH:45]=[CH:44][CH:43]=[CH:42][CH:41]=2)[C:21]([C:24]([NH:26][C:27]2[CH:39]=[CH:38][C:30]([C:31]([O:33][C:34]([CH3:37])([CH3:36])[CH3:35])=[O:32])=[CH:29][CH:28]=2)=[O:25])=[N:22][CH:23]=1.[OH-].[Na+]. The catalyst class is: 1.